From a dataset of Catalyst prediction with 721,799 reactions and 888 catalyst types from USPTO. Predict which catalyst facilitates the given reaction. (1) Reactant: [CH3:1][O:2][C:3]1[CH:8]=[CH:7][C:6]([NH:9][C:10]2[C:22]3[C:21]4[C:16](=[CH:17][CH:18]=[CH:19][CH:20]=4)[NH:15][C:14]=3[N:13]=[C:12]([NH:23]C(=O)C(C)(C)C)[N:11]=2)=[CH:5][CH:4]=1.[OH-].[Na+].C(Cl)(Cl)Cl.CO. Product: [CH3:1][O:2][C:3]1[CH:4]=[CH:5][C:6]([NH:9][C:10]2[C:22]3[C:21]4[C:16](=[CH:17][CH:18]=[CH:19][CH:20]=4)[NH:15][C:14]=3[N:13]=[C:12]([NH2:23])[N:11]=2)=[CH:7][CH:8]=1. The catalyst class is: 5. (2) Reactant: C(OC([CH:8]([NH:35][CH3:36])[CH2:9][O:10][C:11]1[CH:16]=[C:15]([C:17](C)(C)[O:18][SiH2]C(C)(C)C)[CH:14]=[C:13]([C:26](C)(C)[O:27][SiH2]C(C)(C)C)[CH:12]=1)=O)(C)(C)C.[ClH:37]. Product: [ClH:37].[OH:18][CH2:17][C:15]1[CH:16]=[C:11]([O:10][CH2:9][CH2:8][NH:35][CH3:36])[CH:12]=[C:13]([CH2:26][OH:27])[CH:14]=1. The catalyst class is: 12. (3) Reactant: [CH3:1][C:2]1[N:3]=[CH:4][N:5]([C:7]2[CH:8]=[C:9]([NH:13][C:14]3[C:23]4[CH2:22][CH2:21][C:20]5[CH:24]=[CH:25][CH:26]=[CH:27][C:19]=5[C:18]=4[N:17]=[CH:16][N:15]=3)[CH:10]=[CH:11][CH:12]=2)[CH:6]=1.[ClH:28].C(OCC)(=O)C.C(OC(C)C)(C)C. Product: [ClH:28].[CH3:1][C:2]1[N:3]=[CH:4][N:5]([C:7]2[CH:8]=[C:9]([NH:13][C:14]3[C:23]4[CH2:22][CH2:21][C:20]5[CH:24]=[CH:25][CH:26]=[CH:27][C:19]=5[C:18]=4[N:17]=[CH:16][N:15]=3)[CH:10]=[CH:11][CH:12]=2)[CH:6]=1. The catalyst class is: 5. (4) Reactant: Br.[CH3:2][C:3]1[N:7]([CH:8]2[CH2:14][CH:13]3[N:15]([CH2:16][CH2:17][C:18]4([C:24]5[CH:25]=[C:26]([OH:30])[CH:27]=[CH:28][CH:29]=5)[CH2:23][CH2:22][NH:21][CH2:20][CH2:19]4)[CH:10]([CH2:11][CH2:12]3)[CH2:9]2)[C:6]2[CH:31]=[CH:32][CH:33]=[CH:34][C:5]=2[N:4]=1.C(N(CC)CC)C.[CH3:42][C:43]([CH3:48])([CH3:47])[C:44](Cl)=[O:45]. Product: [CH3:42][C:43]([CH3:48])([CH3:47])[C:44]([N:21]1[CH2:20][CH2:19][C:18]([C:24]2[CH:25]=[C:26]([OH:30])[CH:27]=[CH:28][CH:29]=2)([CH2:17][CH2:16][N:15]2[C@H:13]3[CH2:12][CH2:11][C@@H:10]2[CH2:9][CH:8]([N:7]2[C:6]4[CH:31]=[CH:32][CH:33]=[CH:34][C:5]=4[N:4]=[C:3]2[CH3:2])[CH2:14]3)[CH2:23][CH2:22]1)=[O:45]. The catalyst class is: 4. (5) Reactant: [NH2:1][C:2]1[C:12]([Br:13])=[CH:11][C:5]([C:6](OCC)=[O:7])=[CH:4][N:3]=1.[H-].[H-].[H-].[H-].[Li+].[Al+3]. Product: [NH2:1][C:2]1[N:3]=[CH:4][C:5]([CH2:6][OH:7])=[CH:11][C:12]=1[Br:13]. The catalyst class is: 7. (6) Reactant: [OH:1][C@H:2]1[CH2:6][CH2:5][C@H:4]([NH:7][C:8]([C:10]2[CH:15]=[CH:14][C:13]([C:16]3[CH:21]=[CH:20][CH:19]=[CH:18][CH:17]=3)=[CH:12][CH:11]=2)=[O:9])[CH2:3]1.C(N(CC)CC)C.[CH3:29][S:30](Cl)(=[O:32])=[O:31]. Product: [C:13]1([C:16]2[CH:21]=[CH:20][CH:19]=[CH:18][CH:17]=2)[CH:14]=[CH:15][C:10]([C:8]([NH:7][C@H:4]2[CH2:5][CH2:6][C@H:2]([O:1][S:30]([CH3:29])(=[O:32])=[O:31])[CH2:3]2)=[O:9])=[CH:11][CH:12]=1. The catalyst class is: 21. (7) Reactant: Br[C:2]1[C:3](=[O:19])[N:4]([C:8]2[C:13]([CH3:14])=[CH:12][C:11]([N+:15]([O-:17])=[O:16])=[CH:10][C:9]=2[CH3:18])[CH:5]=[CH:6][CH:7]=1.[CH2:20](C([Sn])=C(CCCC)CCCC)[CH2:21]CC. Product: [CH3:18][C:9]1[CH:10]=[C:11]([N+:15]([O-:17])=[O:16])[CH:12]=[C:13]([CH3:14])[C:8]=1[N:4]1[CH:5]=[CH:6][CH:7]=[C:2]([CH:20]=[CH2:21])[C:3]1=[O:19]. The catalyst class is: 77. (8) Reactant: [Br:1][C:2]1[CH:11]=[CH:10][C:5]2=[N+:6]([O-])[O:7][N:8]=[C:4]2[CH:3]=1.P(OCC)(OCC)OCC. Product: [Br:1][C:2]1[CH:11]=[CH:10][C:5]2=[N:6][O:7][N:8]=[C:4]2[CH:3]=1. The catalyst class is: 8.